Dataset: Full USPTO retrosynthesis dataset with 1.9M reactions from patents (1976-2016). Task: Predict the reactants needed to synthesize the given product. (1) Given the product [F:55][C:56]1[CH:57]=[C:58]([CH:59]=[C:60]([F:62])[CH:61]=1)[O:63][CH2:36][CH2:37][N:28]1[CH:29]=[CH:30][N:31]=[C:26]([N:23]2[CH2:22][CH2:21][NH:20][CH2:25][CH2:24]2)[C:27]1=[O:32], predict the reactants needed to synthesize it. The reactants are: CN(C(/N=N/C(N(C)C)=O)=O)C.C(OC([N:20]1[CH2:25][CH2:24][N:23]([C:26]2[C:27]([O:32]CCO)=[N:28][CH:29]=[CH:30][N:31]=2)[CH2:22][CH2:21]1)=O)(C)(C)C.[C:36]1(P(C2C=CC=CC=2)C2C=CC=CC=2)C=CC=C[CH:37]=1.[F:55][C:56]1[CH:57]=[C:58]([OH:63])[CH:59]=[C:60]([F:62])[CH:61]=1. (2) Given the product [N+:20]([C:23]1[CH:28]=[C:27]([CH:26]=[CH:25][CH:24]=1)[O:10][C:11]1[C:12]2[CH:19]=[CH:18][S:17][C:13]=2[N:14]=[CH:15][N:16]=1)([O-:22])=[O:21], predict the reactants needed to synthesize it. The reactants are: N1C2C(=NC=CC=2)N([O:10][C:11]2[C:12]3[CH:19]=[CH:18][S:17][C:13]=3[N:14]=[CH:15][N:16]=2)N=1.[N+:20]([C:23]1[CH:24]=[C:25](B(O)O)[CH:26]=[CH:27][CH:28]=1)([O-:22])=[O:21].C([O-])([O-])=O.[Cs+].[Cs+]. (3) Given the product [CH2:1]([O:8][C@H:9]([C@H:26]([C@@H:32]([OH:34])[CH3:33])[CH2:27][CH2:28][CH:29]([CH3:30])[CH3:31])[CH2:10][CH2:11][CH2:12][C@H:13]([NH:18][C:19]([O:21][C:22]([CH3:23])([CH3:25])[CH3:24])=[O:20])[C:14]([OH:16])=[O:15])[C:2]1[CH:3]=[CH:4][CH:5]=[CH:6][CH:7]=1, predict the reactants needed to synthesize it. The reactants are: [CH2:1]([O:8][C@H:9]([C@H:26]([C@@H:32]([OH:34])[CH3:33])[CH2:27][CH2:28][CH:29]([CH3:31])[CH3:30])[CH2:10][CH2:11][CH2:12][C@H:13]([NH:18][C:19]([O:21][C:22]([CH3:25])([CH3:24])[CH3:23])=[O:20])[C:14]([O:16]C)=[O:15])[C:2]1[CH:7]=[CH:6][CH:5]=[CH:4][CH:3]=1.O[Li].O. (4) The reactants are: Br[C:2]1[CH:3]=[C:4]([C:14]([CH3:17])([CH3:16])[CH3:15])[C:5]([O:12][CH3:13])=[C:6]([C:8]([CH3:11])([CH3:10])[CH3:9])[CH:7]=1.[CH2:18]1[C:26]2[C:21](=[C:22](B3OC(C)(C)C(C)(C)O3)[CH:23]=[CH:24][CH:25]=2)[CH:20]=[CH:19]1.C(=O)([O-])[O-].[K+].[K+].O. Given the product [C:8]([C:6]1[CH:7]=[C:2]([C:22]2[CH:23]=[CH:24][CH:25]=[C:26]3[C:21]=2[CH:20]=[CH:19][CH2:18]3)[CH:3]=[C:4]([C:14]([CH3:17])([CH3:16])[CH3:15])[C:5]=1[O:12][CH3:13])([CH3:11])([CH3:10])[CH3:9], predict the reactants needed to synthesize it.